This data is from Forward reaction prediction with 1.9M reactions from USPTO patents (1976-2016). The task is: Predict the product of the given reaction. Given the reactants [F:1][C:2]1[CH:3]=[C:4]([CH2:8][CH2:9][C:10]([OH:12])=[O:11])[CH:5]=[CH:6][CH:7]=1.S(Cl)(Cl)=O.[CH3:17]O, predict the reaction product. The product is: [F:1][C:2]1[CH:3]=[C:4]([CH2:8][CH2:9][C:10]([O:12][CH3:17])=[O:11])[CH:5]=[CH:6][CH:7]=1.